Task: Predict the reactants needed to synthesize the given product.. Dataset: Full USPTO retrosynthesis dataset with 1.9M reactions from patents (1976-2016) (1) Given the product [CH3:41][O:40][N:39]([CH3:38])[C:12]([CH:10]1[CH2:9][N:8]([C:6]([O:5][C:1]([CH3:2])([CH3:3])[CH3:4])=[O:7])[CH2:11]1)=[O:14], predict the reactants needed to synthesize it. The reactants are: [C:1]([O:5][C:6]([N:8]1[CH2:11][CH:10]([C:12]([OH:14])=O)[CH2:9]1)=[O:7])([CH3:4])([CH3:3])[CH3:2].C1CCC(N=C=NC2CCCCC2)CC1.CCN(CC)CC.Cl.[CH3:38][NH:39][O:40][CH3:41]. (2) Given the product [Cl:1][C:2]1[S:6][C:5]([C:7]([NH:17][C@@H:18]([CH2:31][C:32]2[CH:37]=[CH:36][CH:35]=[CH:34][C:33]=2[C:38]([F:41])([F:39])[F:40])[CH2:19][N:20]2[C:28](=[O:29])[C:27]3[C:22](=[CH:23][CH:24]=[CH:25][CH:26]=3)[C:21]2=[O:30])=[O:9])=[CH:4][C:3]=1[C:10]1[N:14]([CH3:15])[N:13]=[CH:12][C:11]=1[F:16], predict the reactants needed to synthesize it. The reactants are: [Cl:1][C:2]1[S:6][C:5]([C:7]([OH:9])=O)=[CH:4][C:3]=1[C:10]1[N:14]([CH3:15])[N:13]=[CH:12][C:11]=1[F:16].[NH2:17][C@@H:18]([CH2:31][C:32]1[CH:37]=[CH:36][CH:35]=[CH:34][C:33]=1[C:38]([F:41])([F:40])[F:39])[CH2:19][N:20]1[C:28](=[O:29])[C:27]2[C:22](=[CH:23][CH:24]=[CH:25][CH:26]=2)[C:21]1=[O:30].C(N(C(C)C)CC)(C)C.F[P-](F)(F)(F)(F)F.Br[P+](N1CCCC1)(N1CCCC1)N1CCCC1. (3) Given the product [F:1][C:2]1[CH:3]=[C:4]2[C:8](=[CH:9][C:10]=1[F:11])[N:7]=[C:20]([C:14]1[CH:19]=[CH:18][CH:17]=[CH:16][CH:15]=1)[C:22]([CH3:23])=[C:5]2[C:6]([OH:12])=[O:27], predict the reactants needed to synthesize it. The reactants are: [F:1][C:2]1[CH:3]=[C:4]2[C:8](=[CH:9][C:10]=1[F:11])[NH:7][C:6](=[O:12])[C:5]2=O.[C:14]1([C:20]([CH2:22][CH3:23])=O)[CH:19]=[CH:18][CH:17]=[CH:16][CH:15]=1.Cl.C(O)(=[O:27])C. (4) The reactants are: I[CH2:2][C@@H:3]([CH3:18])[CH2:4][N:5]1[C:10]2[CH:11]=[C:12]([O:15][CH3:16])[CH:13]=[CH:14][C:9]=2[O:8][CH2:7][C:6]1=[O:17].[CH2:19]([CH:24]1[CH2:30][CH:29]2[NH:31][CH:26]([CH2:27][CH2:28]2)[CH2:25]1)[CH2:20][CH2:21][CH2:22][CH3:23]. Given the product [CH3:16][O:15][C:12]1[CH:13]=[CH:14][C:9]2[O:8][CH2:7][C:6](=[O:17])[N:5]([CH2:4][C@H:3]([CH3:18])[CH2:2][N:31]3[CH:26]4[CH2:27][CH2:28][CH:29]3[CH2:30][CH:24]([CH2:19][CH2:20][CH2:21][CH2:22][CH3:23])[CH2:25]4)[C:10]=2[CH:11]=1, predict the reactants needed to synthesize it.